Dataset: Catalyst prediction with 721,799 reactions and 888 catalyst types from USPTO. Task: Predict which catalyst facilitates the given reaction. (1) Reactant: [CH3:1][C:2]1[C:6]([CH2:7][CH2:8][CH2:9][OH:10])=[CH:5][N:4]([C:11]2[CH:16]=[CH:15][C:14]([C:17]([F:20])([F:19])[F:18])=[CH:13][N:12]=2)[N:3]=1.O[C:22]1[CH:27]=[CH:26][CH:25]=[CH:24][C:23]=1[CH2:28][C:29]([O:31]C)=[O:30].C(P(CCCC)CCCC)CCC.N(C(N1CCCCC1)=O)=NC(N1CCCCC1)=O. Product: [CH3:1][C:2]1[C:6]([CH2:7][CH2:8][CH2:9][O:10][C:22]2[CH:27]=[CH:26][CH:25]=[CH:24][C:23]=2[CH2:28][C:29]([OH:31])=[O:30])=[CH:5][N:4]([C:11]2[CH:16]=[CH:15][C:14]([C:17]([F:19])([F:20])[F:18])=[CH:13][N:12]=2)[N:3]=1. The catalyst class is: 7. (2) Reactant: [Cl:1][C:2]1[CH:7]=[CH:6][C:5]([C:8]2[CH2:13][C:12]([CH3:15])([CH3:14])[CH2:11][CH2:10][C:9]=2[CH2:16][N:17]2[CH2:22][CH2:21][N:20]([C:23]3[CH:33]=[CH:32][C:26]([C:27]([O:29][CH2:30][CH3:31])=[O:28])=[C:25]([O:34][C:35]4[CH:40]=[CH:39][CH:38]=[C:37]([OH:41])[C:36]=4[CH3:42])[CH:24]=3)[CH2:19][CH2:18]2)=[CH:4][CH:3]=1.Cl[CH2:44][O:45][CH3:46].C(=O)([O-])[O-].[Cs+].[Cs+]. Product: [Cl:1][C:2]1[CH:3]=[CH:4][C:5]([C:8]2[CH2:13][C:12]([CH3:14])([CH3:15])[CH2:11][CH2:10][C:9]=2[CH2:16][N:17]2[CH2:22][CH2:21][N:20]([C:23]3[CH:33]=[CH:32][C:26]([C:27]([O:29][CH2:30][CH3:31])=[O:28])=[C:25]([O:34][C:35]4[CH:40]=[CH:39][CH:38]=[C:37]([O:41][CH2:44][O:45][CH3:46])[C:36]=4[CH3:42])[CH:24]=3)[CH2:19][CH2:18]2)=[CH:6][CH:7]=1. The catalyst class is: 9. (3) Reactant: C([O:3][C:4](=[O:32])[CH2:5][CH:6]1[C:15]2[C:10](=[CH:11][C:12]([O:16][CH2:17][C:18]3[CH:19]=[C:20]([C:24]4[C:29]([CH3:30])=[CH:28][CH:27]=[CH:26][C:25]=4[CH3:31])[CH:21]=[CH:22][CH:23]=3)=[CH:13][CH:14]=2)[CH2:9][CH2:8][CH2:7]1)C.C(O)C.[OH-].[Na+].Cl. Product: [CH3:31][C:25]1[CH:26]=[CH:27][CH:28]=[C:29]([CH3:30])[C:24]=1[C:20]1[CH:21]=[CH:22][CH:23]=[C:18]([CH2:17][O:16][C:12]2[CH:11]=[C:10]3[C:15](=[CH:14][CH:13]=2)[CH:6]([CH2:5][C:4]([OH:32])=[O:3])[CH2:7][CH2:8][CH2:9]3)[CH:19]=1. The catalyst class is: 132. (4) Reactant: [CH2:1]([O:8][NH:9][C:10](=[O:30])[CH2:11][C@H:12]([C:22]1[O:23][CH:24]=[C:25]([C:27]([OH:29])=O)[N:26]=1)[CH2:13][CH2:14][CH2:15][CH:16]1[CH2:21][CH2:20][CH2:19][CH2:18][CH2:17]1)[C:2]1[CH:7]=[CH:6][CH:5]=[CH:4][CH:3]=1.O.ON1C2C=CC=CC=2N=N1.Cl.[CH3:43][NH:44][CH3:45].CN1CCOCC1.Cl.CN(C)CCCN=C=NCC. The catalyst class is: 4. Product: [NH3:9].[CH2:1]([O:8][NH:9][C:10](=[O:30])[CH2:11][C@H:12]([C:22]1[O:23][CH:24]=[C:25]([C:27]([N:44]([CH3:45])[CH3:43])=[O:29])[N:26]=1)[CH2:13][CH2:14][CH2:15][CH:16]1[CH2:21][CH2:20][CH2:19][CH2:18][CH2:17]1)[C:2]1[CH:7]=[CH:6][CH:5]=[CH:4][CH:3]=1. (5) Reactant: [C:1]1([NH2:8])[CH:6]=[CH:5][C:4]([NH2:7])=[CH:3][CH:2]=1.[CH3:9][C:10]([O:13][C:14](O[C:14]([O:13][C:10]([CH3:12])([CH3:11])[CH3:9])=[O:15])=[O:15])([CH3:12])[CH3:11]. Product: [C:10]([O:13][C:14](=[O:15])[NH:7][C:4]1[CH:5]=[CH:6][C:1]([NH2:8])=[CH:2][CH:3]=1)([CH3:12])([CH3:11])[CH3:9]. The catalyst class is: 12. (6) Reactant: [Cl:1]/[CH:2]=[CH:3]\Cl.[CH2:5]([N:11]1[C:19](=[O:20])[C:18]2[C:13](=[CH:14][CH:15]=[CH:16][CH:17]=2)[C:12]1=[O:21])[CH2:6][CH2:7][CH2:8]C=C. Product: [Cl:1]/[CH:2]=[CH:3]\[CH2:8][CH2:7][CH2:6][CH2:5][N:11]1[C:19](=[O:20])[C:18]2[C:13](=[CH:14][CH:15]=[CH:16][CH:17]=2)[C:12]1=[O:21]. The catalyst class is: 48. (7) Reactant: [CH3:1][C:2]1[CH:3]=[CH:4][CH:5]=[C:6]2[C:11]=1[NH:10][C:9](=[O:12])[CH:8]=[N:7]2.[C:13](=O)([O-])[O-].[K+].[K+].CI.O. Product: [CH3:13][O:12][C:9]1[CH:8]=[N:7][C:6]2[C:11](=[C:2]([CH3:1])[CH:3]=[CH:4][CH:5]=2)[N:10]=1. The catalyst class is: 3. (8) Reactant: [N+:1]([C:4]1[CH:5]=[N:6][CH:7]=[CH:8][C:9]=1Cl)([O-:3])=[O:2].[NH:11]1[CH2:16][CH2:15][CH2:14][CH2:13][CH2:12]1. Product: [N+:1]([C:4]1[CH:5]=[N:6][CH:7]=[CH:8][C:9]=1[N:11]1[CH2:16][CH2:15][CH2:14][CH2:13][CH2:12]1)([O-:3])=[O:2]. The catalyst class is: 8. (9) Reactant: [CH3:1][O:2][C@@H:3]([C@@H:21]1[CH2:25][CH2:24][CH2:23][N:22]1[C:26](=[O:45])[CH2:27][C@@H:28]([O:43][CH3:44])[C@@H:29]([N:34]([CH3:42])[C:35](=[O:41])[C@H:36]([CH:38]([CH3:40])[CH3:39])[NH2:37])[C@@H:30]([CH3:33])[CH2:31][CH3:32])[C@@H:4]([CH3:20])[C:5]([NH:7][C@H:8]([C:16]([O:18]C)=[O:17])[CH2:9][C:10]1[CH:15]=[CH:14][CH:13]=[CH:12][CH:11]=1)=[O:6].[CH3:46][N:47]1[CH2:54][CH2:53][CH2:52][C@@:48]1([CH3:55])[C:49](O)=[O:50].CN(C(ON1N=NC2C=CC=NC1=2)=[N+](C)C)C.F[P-](F)(F)(F)(F)F.CCN(C(C)C)C(C)C.[Li+].[OH-]. Product: [CH3:46][N:47]1[CH2:54][CH2:53][CH2:52][C@@:48]1([CH3:55])[C:49]([NH:37][C@H:36]([C:35]([N:34]([C@@H:29]([C@@H:30]([CH3:33])[CH2:31][CH3:32])[C@H:28]([O:43][CH3:44])[CH2:27][C:26]([N:22]1[CH2:23][CH2:24][CH2:25][C@H:21]1[C@H:3]([O:2][CH3:1])[C@@H:4]([CH3:20])[C:5]([NH:7][C@H:8]([C:16]([OH:18])=[O:17])[CH2:9][C:10]1[CH:11]=[CH:12][CH:13]=[CH:14][CH:15]=1)=[O:6])=[O:45])[CH3:42])=[O:41])[CH:38]([CH3:39])[CH3:40])=[O:50]. The catalyst class is: 46.